This data is from Full USPTO retrosynthesis dataset with 1.9M reactions from patents (1976-2016). The task is: Predict the reactants needed to synthesize the given product. Given the product [NH2:1][C:2]1[CH:7]=[CH:6][C:5]([C:8]([N:10]2[CH2:15][CH2:14][CH:13]([NH:16][C:17]3[N:22]=[C:21]([C:23]4[C:31]5[C:26](=[CH:27][CH:28]=[CH:29][CH:30]=5)[NH:25][CH:24]=4)[C:20]([Cl:41])=[CH:19][N:18]=3)[CH2:12][CH2:11]2)=[O:9])=[C:4]([CH3:42])[CH:3]=1, predict the reactants needed to synthesize it. The reactants are: [NH2:1][C:2]1[CH:7]=[CH:6][C:5]([C:8]([N:10]2[CH2:15][CH2:14][CH:13]([NH:16][C:17]3[N:22]=[C:21]([C:23]4[C:31]5[C:26](=[CH:27][CH:28]=[CH:29][CH:30]=5)[N:25](S(C5C=CC=CC=5)(=O)=O)[CH:24]=4)[C:20]([Cl:41])=[CH:19][N:18]=3)[CH2:12][CH2:11]2)=[O:9])=[C:4]([CH3:42])[CH:3]=1.[OH-].[Na+].